From a dataset of Reaction yield outcomes from USPTO patents with 853,638 reactions. Predict the reaction yield, written as a fraction of the theoretical maximum amount of product (1.0 means a 100% yield; for example, 0.34 means a 34% yield). (1) The reactants are [C:1]12([CH2:11][O:12][C:13]3[C:18]([CH:19]4[CH2:21][CH2:20]4)=[CH:17][N:16]4[CH:22]=[N:23][N:24]=[C:15]4[CH:14]=3)[CH2:10][CH:5]3[CH2:6][CH:7]([CH2:9][CH:3]([CH2:4]3)[CH2:2]1)[CH2:8]2.[Br:25]N1C(=O)CCC1=O. The catalyst is ClCCl. The product is [C:1]12([CH2:11][O:12][C:13]3[C:18]([CH:19]4[CH2:21][CH2:20]4)=[CH:17][N:16]4[C:22]([Br:25])=[N:23][N:24]=[C:15]4[CH:14]=3)[CH2:8][CH:7]3[CH2:9][CH:3]([CH2:4][CH:5]([CH2:6]3)[CH2:10]1)[CH2:2]2. The yield is 0.780. (2) The reactants are [CH2:1]([O:8][CH:9]([C:11]1[NH:16][C:15](=[O:17])[C:14]2=[CH:18][N:19]=[CH:20][N:13]2[N:12]=1)[CH3:10])[C:2]1[CH:7]=[CH:6][CH:5]=[CH:4][CH:3]=1.[Li]CCCC.[I:26]I. The catalyst is C1COCC1. The product is [CH2:1]([O:8][CH:9]([C:11]1[NH:16][C:15](=[O:17])[C:14]2=[CH:18][N:19]=[C:20]([I:26])[N:13]2[N:12]=1)[CH3:10])[C:2]1[CH:3]=[CH:4][CH:5]=[CH:6][CH:7]=1. The yield is 0.250. (3) The reactants are [H-].[Na+].[CH2:3]([C:5]1[CH:6]=[CH:7][C:8]([C:11]2[NH:12][C:13](=[O:20])[C:14]([CH:17]([CH3:19])[CH3:18])([CH3:16])[N:15]=2)=[N:9][CH:10]=1)[CH3:4].Br[CH2:22]/[CH:23]=[CH:24]/[C:25]([O:27][CH2:28][CH3:29])=[O:26]. The catalyst is O1CCCC1. The product is [CH2:3]([C:5]1[CH:6]=[CH:7][C:8]([C:11]2[N:12]([CH2:22]/[CH:23]=[CH:24]/[C:25]([O:27][CH2:28][CH3:29])=[O:26])[C:13](=[O:20])[C:14]([CH:17]([CH3:19])[CH3:18])([CH3:16])[N:15]=2)=[N:9][CH:10]=1)[CH3:4]. The yield is 0.250. (4) The yield is 0.220. The catalyst is O. The product is [F:6][C:7]1[CH:12]=[CH:11][N:10]=[C:9]([O:13][CH2:14][C:15]2[CH:20]=[CH:19][C:18]([CH2:21][C:22]3[CH:27]=[C:26]([C:28]4[C:29]([NH2:34])=[N:30][CH:31]=[CH:32][CH:33]=4)[O:24][N:23]=3)=[CH:17][CH:16]=2)[CH:8]=1. The reactants are O1CCCC1.[F:6][C:7]1[CH:12]=[CH:11][N:10]=[C:9]([O:13][CH2:14][C:15]2[CH:20]=[CH:19][C:18]([CH2:21][C:22](Cl)=[N:23][OH:24])=[CH:17][CH:16]=2)[CH:8]=1.[C:26]([C:28]1[C:29]([NH2:34])=[N:30][CH:31]=[CH:32][CH:33]=1)#[CH:27].C(N(CC)CC)C. (5) The reactants are CCN(C(C)C)C(C)C.[C:10]1([N:16]2[CH:20]=[C:19]([C:21]([OH:23])=O)[N:18]=[N:17]2)[CH:15]=[CH:14][CH:13]=[CH:12][CH:11]=1.C1C=CC2N(O)N=NC=2C=1.CCN=C=NCCCN(C)C.Cl.[NH2:46][CH2:47][C:48]([N:50]1[CH2:55][CH2:54][N:53]([C:56](=[O:68])[C:57]2[CH:62]=[C:61]([F:63])[CH:60]=[CH:59][C:58]=2[C:64]([F:67])([F:66])[F:65])[CH2:52][CH2:51]1)=[O:49]. The catalyst is CN(C=O)C.O. The product is [F:63][C:61]1[CH:60]=[CH:59][C:58]([C:64]([F:66])([F:65])[F:67])=[C:57]([CH:62]=1)[C:56]([N:53]1[CH2:54][CH2:55][N:50]([C:48](=[O:49])[CH2:47][NH:46][C:21]([C:19]2[N:18]=[N:17][N:16]([C:10]3[CH:11]=[CH:12][CH:13]=[CH:14][CH:15]=3)[CH:20]=2)=[O:23])[CH2:51][CH2:52]1)=[O:68]. The yield is 0.822. (6) The reactants are [CH3:1][NH:2][NH2:3].Br[C:5]([CH3:12])([CH3:11])[C:6]([O:8][CH2:9][CH3:10])=[O:7]. No catalyst specified. The product is [CH3:11][C:5]([N:2]([CH3:1])[NH2:3])([CH3:12])[C:6]([O:8][CH2:9][CH3:10])=[O:7]. The yield is 0.960. (7) The reactants are [OH:1][C:2]1[CH:3]=[C:4]([CH2:9][C:10]#[N:11])[CH:5]=[CH:6][C:7]=1[OH:8].CO[C:14](OC)([CH3:16])[CH3:15].CC1C=CC(S(O)(=O)=O)=CC=1. The catalyst is C1(C)C=CC=CC=1. The product is [CH3:15][C:14]1([CH3:16])[O:8][C:7]2[CH:6]=[CH:5][C:4]([CH2:9][C:10]#[N:11])=[CH:3][C:2]=2[O:1]1. The yield is 0.200.